Dataset: Catalyst prediction with 721,799 reactions and 888 catalyst types from USPTO. Task: Predict which catalyst facilitates the given reaction. (1) The catalyst class is: 12. Product: [NH2:16][C:14]1[C:13]([NH:17][CH2:30][C:29]#[N:32])=[C:12]([S:18][CH2:19][C:20]2[CH:25]=[CH:24][CH:23]=[C:22]([Cl:26])[C:21]=2[F:27])[N:11]=[C:10]([S:9][CH2:8][C:4]2[CH:5]=[CH:6][CH:7]=[C:2]([Cl:1])[C:3]=2[F:28])[N:15]=1. Reactant: [Cl:1][C:2]1[C:3]([F:28])=[C:4]([CH2:8][S:9][C:10]2[N:15]=[C:14]([NH2:16])[C:13]([NH2:17])=[C:12]([S:18][CH2:19][C:20]3[CH:25]=[CH:24][CH:23]=[C:22]([Cl:26])[C:21]=3[F:27])[N:11]=2)[CH:5]=[CH:6][CH:7]=1.[CH:29]([N:32](C(C)C)CC)(C)[CH3:30].BrCC#N. (2) Reactant: [NH2:1][C:2]1[CH:19]=[CH:18][C:5]([O:6][C:7]2[CH:8]=[CH:9][C:10]([F:17])=[C:11]([CH:16]=2)[C:12]([O:14][CH3:15])=[O:13])=[C:4]([Cl:20])[CH:3]=1.[C:21]([O:29][CH2:30][CH2:31][N:32]1[C:40]2[C:39](Cl)=[N:38][CH:37]=[N:36][C:35]=2[CH:34]=[CH:33]1)(=[O:28])[C:22]1[CH:27]=[CH:26][CH:25]=[CH:24][CH:23]=1. Product: [C:21]([O:29][CH2:30][CH2:31][N:32]1[C:40]2[C:39]([NH:1][C:2]3[CH:19]=[CH:18][C:5]([O:6][C:7]4[CH:8]=[CH:9][C:10]([F:17])=[C:11]([CH:16]=4)[C:12]([O:14][CH3:15])=[O:13])=[C:4]([Cl:20])[CH:3]=3)=[N:38][CH:37]=[N:36][C:35]=2[CH:34]=[CH:33]1)(=[O:28])[C:22]1[CH:27]=[CH:26][CH:25]=[CH:24][CH:23]=1. The catalyst class is: 32. (3) Reactant: [N:1]1[CH:6]=[CH:5][N:4]=[CH:3][C:2]=1[C:7]([OH:9])=O.[C:10](Cl)(=[O:14])C(Cl)=O.Cl.[CH3:17][N:18](C)O.C(N(CC)CC)C. Product: [CH3:10][O:14][N:18]([CH3:17])[C:7]([C:2]1[CH:3]=[N:4][CH:5]=[CH:6][N:1]=1)=[O:9]. The catalyst class is: 59. (4) Reactant: [O:1]1[CH2:6][CH2:5][CH2:4][CH2:3][CH:2]1[N:7]1[C:11]([Sn](CCCC)(CCCC)CCCC)=[CH:10][C:9]([C:25]([F:28])([F:27])[F:26])=[N:8]1.Br[C:30]1[S:31][CH:32]=[C:33]([C:35]([O:37][CH3:38])=[O:36])[N:34]=1. Product: [O:1]1[CH2:6][CH2:5][CH2:4][CH2:3][CH:2]1[N:7]1[C:11]([C:30]2[S:31][CH:32]=[C:33]([C:35]([O:37][CH3:38])=[O:36])[N:34]=2)=[CH:10][C:9]([C:25]([F:26])([F:27])[F:28])=[N:8]1. The catalyst class is: 660. (5) Reactant: [S-:1][C:2]#[N:3].[NH4+].C(Cl)(=O)C1C=CC=CC=1.[NH2:14][C:15]1[CH:16]=[C:17]([CH:22]=[CH:23][CH:24]=1)[NH:18][C:19](=[O:21])[CH3:20].O. Product: [C:19]([NH:18][C:17]1[CH:16]=[C:15]([NH:14][C:2]([NH2:3])=[S:1])[CH:24]=[CH:23][CH:22]=1)(=[O:21])[CH3:20]. The catalyst class is: 21.